Dataset: Catalyst prediction with 721,799 reactions and 888 catalyst types from USPTO. Task: Predict which catalyst facilitates the given reaction. (1) Reactant: [CH3:1][O:2][C:3]1[CH:12]=[C:11]2[C:6]([CH:7]=[CH:8][C:9]([OH:13])=[CH:10]2)=[CH:5][CH:4]=1.N1C=CC=CC=1.[F:20][C:21]([F:34])([F:33])[S:22](O[S:22]([C:21]([F:34])([F:33])[F:20])(=[O:24])=[O:23])(=[O:24])=[O:23]. Product: [CH3:1][O:2][C:3]1[CH:12]=[C:11]2[C:6]([CH:7]=[CH:8][C:9]([O:13][S:22]([C:21]([F:34])([F:33])[F:20])(=[O:24])=[O:23])=[CH:10]2)=[CH:5][CH:4]=1. The catalyst class is: 2. (2) Reactant: Cl.Cl[C:3]1[N:8]=[CH:7][N:6]=[C:5]([NH:9][C:10]2[CH:15]=[CH:14][C:13]([Cl:16])=[CH:12][CH:11]=2)[CH:4]=1.[CH2:17]([CH2:19][NH2:20])[OH:18].CCN(C(C)C)C(C)C. Product: [Cl:16][C:13]1[CH:14]=[CH:15][C:10]([NH:9][C:5]2[N:6]=[CH:7][N:8]=[C:3]([NH:20][CH2:19][CH2:17][OH:18])[CH:4]=2)=[CH:11][CH:12]=1. The catalyst class is: 114. (3) Reactant: Cl.[CH2:2]([O:4][C:5](=[O:31])[CH:6]([NH:21][C:22]1[CH:27]=[CH:26][C:25]([C:28](=[NH:30])[NH2:29])=[CH:24][CH:23]=1)[C:7]1[CH:12]=[C:11]([O:13][CH2:14][CH3:15])[C:10]([O:16][CH2:17][CH2:18][OH:19])=[CH:9][C:8]=1[F:20])[CH3:3].CN(C=O)C.C(N(CC)CC)C.[C:44]1([N:50]=[C:51]=[O:52])[CH:49]=[CH:48][CH:47]=[CH:46][CH:45]=1. Product: [CH2:2]([O:4][C:5](=[O:31])[CH:6]([NH:21][C:22]1[CH:27]=[CH:26][C:25]([C:28]([NH2:29])=[N:30][C:51](=[O:52])[NH:50][C:44]2[CH:49]=[CH:48][CH:47]=[CH:46][CH:45]=2)=[CH:24][CH:23]=1)[C:7]1[CH:12]=[C:11]([O:13][CH2:14][CH3:15])[C:10]([O:16][CH2:17][CH2:18][OH:19])=[CH:9][C:8]=1[F:20])[CH3:3]. The catalyst class is: 1. (4) Reactant: [CH:1]([O:4][C:5]1[CH:13]=[CH:12][C:11]([S:14]([CH3:17])(=[O:16])=[O:15])=[CH:10][C:6]=1[C:7]([OH:9])=O)([CH3:3])[CH3:2].[CH2:18]1[C:26]2[C:21](=[CH:22][CH:23]=[CH:24][CH:25]=2)[CH2:20][NH:19]1.CN(C(ON1N=NC2C=CC=CC1=2)=[N+](C)C)C.[B-](F)(F)(F)F.CCN(C(C)C)C(C)C. Product: [CH2:18]1[C:26]2[C:21](=[CH:22][CH:23]=[CH:24][CH:25]=2)[CH2:20][N:19]1[C:7]([C:6]1[CH:10]=[C:11]([S:14]([CH3:17])(=[O:16])=[O:15])[CH:12]=[CH:13][C:5]=1[O:4][CH:1]([CH3:2])[CH3:3])=[O:9]. The catalyst class is: 3. (5) Reactant: [H-].[Al+3].[Li+].[H-].[H-].[H-].[Cl:7][C:8]1[CH:9]=[C:10]2[CH:16]=[C:15]([C:17](OCC)=[O:18])[NH:14][C:11]2=[CH:12][N:13]=1. Product: [Cl:7][C:8]1[CH:9]=[C:10]2[CH:16]=[C:15]([CH2:17][OH:18])[NH:14][C:11]2=[CH:12][N:13]=1. The catalyst class is: 7. (6) Reactant: [N:1]1[CH:6]=[CH:5][N:4]=[C:3]2[NH:7][CH:8]=[C:9]([CH:10]3[CH2:15][CH2:14][N:13](C(OC(C)(C)C)=O)[CH2:12][CH2:11]3)[C:2]=12.Cl.CCOC(C)=O. Product: [NH:13]1[CH2:12][CH2:11][CH:10]([C:9]2[C:2]3[C:3](=[N:4][CH:5]=[CH:6][N:1]=3)[NH:7][CH:8]=2)[CH2:15][CH2:14]1. The catalyst class is: 2.